This data is from Experimentally validated miRNA-target interactions with 360,000+ pairs, plus equal number of negative samples. The task is: Binary Classification. Given a miRNA mature sequence and a target amino acid sequence, predict their likelihood of interaction. (1) Result: 0 (no interaction). The miRNA is hsa-miR-8083 with sequence CAGGACUUGACGGCUGCAACU. The protein sequence of the target gene is MAEPWAGQFLQALPATVLGALGTLGSDFLREWETQDMRVTLFKLLLLWLVLSLLGIQLAWGFYGNTVTGLYHRPDPHPQPPAAMGVFLPPGLGGQNGSTPDGSTHFSSWEIAANEALKTHRE. (2) The miRNA is hsa-miR-4704-5p with sequence GACACUAGGCAUGUGAGUGAUU. The protein sequence of the target gene is MNVMLENYKNLVFLAGIAVSKQDPITSLEQEKEPWNMKICEMVDESPAMCSSFTRDLWPEQDIKDSFQQVILRRHGKCEHENLQLRKGSANVVECKVYKKGYELNQCLTTTQSKIFPCDKYIKVFHKIFNSNRHKTRHTGEKPFKCKKCDESFCMLLHLHQHKRIHIRENSYQCEECDKVFKRFSTLTRHKRVHTGEKPFKCEECGKAFKHSSTLTTHKMIHTGEKPYRCEECGKAFYHSSHLTTHKVIHTGEKPFKCEECGKAFNHPSALTTHKFIHVKEKPYKCEECDKAFNRFSYLT.... Result: 0 (no interaction). (3) The miRNA is rno-miR-200a-3p with sequence UAACACUGUCUGGUAACGAUGU. The protein sequence of the target gene is MSVRLRFLSPGDTGAVGVVGRSASFAGFSSAQSRRIAKSINRNSVRSRMPAKSSKMYGTLRKGSVCADPKPQQVKKIFEALKRGLKEYLCVQQAELDHLSGRHKDTRRNSRLAFYYDLDKQTRCVERHIRKMEFHISKVDELYEDYCIQCRLRDGASSMQRAFARCPPSRAARESLQELGRSLHECAEDMWLIEGALEVHLGEFHIRMKGLVGYARLCPGDHYEVLMRLGRQRWKLKGRIESDDSQTWDEEEKAFIPTLHENLDIKVTELRGLGSLAVGAVTCDIADFFTTRPQVIVVDI.... Result: 0 (no interaction). (4) The miRNA is hsa-miR-4446-5p with sequence AUUUCCCUGCCAUUCCCUUGGC. The protein sequence of the target gene is MYVGYVLDKDSPVYPGPARPASLGLGPQAYGPPAPPPAPPQYPDFSSYSHVEPAPAPPTAWGAPFPAPKDDWAAAYGPGPAAPAASPASLAFGPPPDFSPVPAPPGPGPGLLAQPLGGPGTPSSPGAQRPTPYEWMRRSVAAGGGGGSGKTRTKDKYRVVYTDHQRLELEKEFHYSRYITIRRKSELAANLGLTERQVKIWFQNRRAKERKVNKKKQQQQQPPQPPMAHDITATPAGPSLGGLCPSNTSLLATSSPMPVKEEFLP. Result: 0 (no interaction). (5) The miRNA is hsa-miR-944 with sequence AAAUUAUUGUACAUCGGAUGAG. The protein sequence of the target gene is MKPLVVFVLGGPGAGKGTQCARIVEKYGYTHLSAGELLRDERKNPDSQYGELIEKYIKEGKIVPVEITISLLKREMDQTMAANAQKNKFLIDGFPRNQDNLQGWNKTMDGKADVSFVLFFDCNNEICIERCLERGKSSGRSDDNRESLEKRIQTYLQSTKPIIDLYEEMGKVKKIDASKSVDEVFDEVVQIFDKEG. Result: 1 (interaction). (6) The miRNA is hsa-miR-939-3p with sequence CCCUGGGCCUCUGCUCCCCAG. The protein sequence of the target gene is MKDVDNLKSIKEEWVCETGSDNQPLGNNQQSNCEYFVDSLFEEAQKVSSKCVSPAEQKKQVDVNIKLWKNGFTVNDDFRSYSDGASQQFLNSIKKGELPSELQGIFDKEEVDVKVEDKKNEICLSTKPVFQPFSGQGHRLGSATPKIVSKAKNIEVENKNNLSAVPLNNLEPITNIQIWLANGKRIVQKFNITHRVSHIKDFIEKYQGSQRSPPFSLATALPVLRLLDETLTLEEADLQNAVIIQRLQKTASFRELSEH. Result: 1 (interaction). (7) The miRNA is hsa-miR-936 with sequence ACAGUAGAGGGAGGAAUCGCAG. The protein sequence of the target gene is MRKRQQSQNEGTPAVSQAPGNQRPNNTCCFCWCCCCSCSCLTVRNEERGENAGRPTHTTKMESIQVLEECQNPTAEEVLSWSQNFDKMMKAPAGRNLFREFLRTEYSEENLLFWLACEDLKKEQNKKVIEEKARMIYEDYISILSPKEVSLDSRVREVINRNLLDPNPHMYEDAQLQIYTLMHRDSFPRFLNSQIYKSFVESTAGSSSES. Result: 1 (interaction). (8) The miRNA is hsa-miR-4723-5p with sequence UGGGGGAGCCAUGAGAUAAGAGCA. The protein sequence of the target gene is MPPAIGGPVGYTPPDGGWGWAVLVGAFISIGFSYAFPKSITVFFKEIEVIFSATTSEVSWISSIMLAVMYAGGPISSILVNKYGSRPVMIAGGCLSGCGLIAASFCNTVQELYLCIGVIGGLGLAFNLNPALTMIGKYFYKKRPLANGLAMAGSPVFLSTLAPLNQAFFDIFDWRGSFLILGGLLLNCCVAGSLMRPIGPEQVKLEKLKSKESLQEAGKSDANTDLIGGSPKGEKLSVFQTINKFLDLSLFTHRGFLLYLSGNVVMFFGLFTPLVFLSSYGKSKDFSSEKSAFLLSILAF.... Result: 0 (no interaction).